Dataset: Forward reaction prediction with 1.9M reactions from USPTO patents (1976-2016). Task: Predict the product of the given reaction. (1) Given the reactants [Br:1][C:2]1[CH:3]=[C:4]([S:11](Cl)(=[O:13])=[O:12])[CH:5]=[C:6]([N+:8]([O-:10])=[O:9])[CH:7]=1.C(N(CC)C(C)C)(C)C.[N:24]1([C:30]([O:32][C:33]([CH3:36])([CH3:35])[CH3:34])=[O:31])[CH2:29][CH2:28][NH:27][CH2:26][CH2:25]1, predict the reaction product. The product is: [Br:1][C:2]1[CH:3]=[C:4]([S:11]([N:27]2[CH2:26][CH2:25][N:24]([C:30]([O:32][C:33]([CH3:36])([CH3:35])[CH3:34])=[O:31])[CH2:29][CH2:28]2)(=[O:13])=[O:12])[CH:5]=[C:6]([N+:8]([O-:10])=[O:9])[CH:7]=1. (2) Given the reactants [F:1][C:2]1[CH:3]=[C:4]([NH2:20])[C:5]([NH2:19])=[CH:6][C:7]=1[O:8][CH2:9][CH2:10][CH2:11][CH2:12][N:13]1[CH2:18][CH2:17][CH2:16][CH2:15][CH2:14]1.[N+:21]([C:24]1[C:25]([CH:35]=O)=[N:26][N:27]([CH:29]2[CH2:34][CH2:33][CH2:32][CH2:31][O:30]2)[CH:28]=1)([O-:23])=[O:22], predict the reaction product. The product is: [F:1][C:2]1[C:7]([O:8][CH2:9][CH2:10][CH2:11][CH2:12][N:13]2[CH2:18][CH2:17][CH2:16][CH2:15][CH2:14]2)=[CH:6][C:5]2[N:19]=[C:35]([C:25]3[C:24]([N+:21]([O-:23])=[O:22])=[CH:28][N:27]([CH:29]4[CH2:34][CH2:33][CH2:32][CH2:31][O:30]4)[N:26]=3)[NH:20][C:4]=2[CH:3]=1. (3) Given the reactants Cl.[F:2][C:3]1[CH:4]=[C:5]([C@@H:14]([C:16]2[C:21]([F:22])=[CH:20][CH:19]=[CH:18][N:17]=2)[NH2:15])[CH:6]=[CH:7][C:8]=1[O:9][C:10]([F:13])([F:12])[F:11].[CH3:23][O:24][C:25]([C:27]1[CH:28]=[CH:29][C:30]([C:33](O)=[O:34])=[N:31][CH:32]=1)=[O:26].CN(C(ON1N=NC2C=CC=NC1=2)=[N+](C)C)C.F[P-](F)(F)(F)(F)F.CCN(C(C)C)C(C)C, predict the reaction product. The product is: [F:2][C:3]1[CH:4]=[C:5]([C@H:14]([NH:15][C:33]([C:30]2[CH:29]=[CH:28][C:27]([C:25]([O:24][CH3:23])=[O:26])=[CH:32][N:31]=2)=[O:34])[C:16]2[C:21]([F:22])=[CH:20][CH:19]=[CH:18][N:17]=2)[CH:6]=[CH:7][C:8]=1[O:9][C:10]([F:13])([F:12])[F:11]. (4) Given the reactants [CH2:1](N1CCC[C@@H](OC2C(Cl)=CC(C(OC(C)(C)C)=O)=C(F)C=2)C1)[C:2]1[CH:7]=CC=CC=1.[C:30]([O:34][C:35]([C:37]1[C:60]([F:61])=[CH:59][C:40]([O:41][C@H:42]2[CH2:47][N:46]([C:48]([O:50][CH2:51][C:52]3[CH:57]=[CH:56][CH:55]=[CH:54][CH:53]=3)=[O:49])[C@@H:45]([CH3:58])[CH2:44][CH2:43]2)=[C:39](Cl)[CH:38]=1)=[O:36])([CH3:33])([CH3:32])[CH3:31], predict the reaction product. The product is: [C:30]([O:34][C:35]([C:37]1[C:60]([F:61])=[CH:59][C:40]([O:41][C@H:42]2[CH2:47][N:46]([C:48]([O:50][CH2:51][C:52]3[CH:57]=[CH:56][CH:55]=[CH:54][CH:53]=3)=[O:49])[C@@H:45]([CH3:58])[CH2:44][CH2:43]2)=[C:39]([CH:7]2[CH2:2][CH2:1]2)[CH:38]=1)=[O:36])([CH3:33])([CH3:32])[CH3:31]. (5) Given the reactants [NH2:1][CH2:2][CH2:3][N:4]1[CH2:9][CH2:8][O:7][CH2:6][CH2:5]1.[Li]CCCC.CCCCCC.F[C:22]1[CH:27]=[CH:26][C:25]([S:28]([NH:31][C:32]2[CH:37]=[CH:36][C:35]([Cl:38])=[CH:34][CH:33]=2)(=[O:30])=[O:29])=[CH:24][CH:23]=1, predict the reaction product. The product is: [Cl:38][C:35]1[CH:34]=[CH:33][C:32]([NH:31][S:28]([C:25]2[CH:26]=[CH:27][C:22]([NH:1][CH2:2][CH2:3][N:4]3[CH2:9][CH2:8][O:7][CH2:6][CH2:5]3)=[CH:23][CH:24]=2)(=[O:30])=[O:29])=[CH:37][CH:36]=1. (6) Given the reactants [Cl-].[Al+3].[Cl-].[Cl-].C([S:12][C:13]1[CH:18]=[CH:17][CH:16]=[CH:15][C:14]=1[C:19](=[O:21])[CH3:20])C1C=CC=CC=1, predict the reaction product. The product is: [SH:12][C:13]1[CH:18]=[CH:17][CH:16]=[CH:15][C:14]=1[C:19](=[O:21])[CH3:20]. (7) Given the reactants CN1CCOCC1.[C:8]([O:12][C:13]([N:15]1[CH2:19][CH2:18][CH2:17][C@H:16]1[C:20]([OH:22])=O)=[O:14])([CH3:11])([CH3:10])[CH3:9].F[P-](F)(F)(F)(F)F.N1(OC(N(C)C)=[N+](C)C)C2N=CC=CC=2N=N1.Cl.[NH2:48][CH:49]1[C:58](=[O:59])[C:57]2[C:52](=[CH:53][C:54]([Br:60])=[CH:55][CH:56]=2)[O:51][CH2:50]1.C(=O)(O)[O-].[Na+].[Cl-].[NH4+], predict the reaction product. The product is: [Br:60][C:54]1[CH:53]=[C:52]2[C:57]([C:58](=[O:59])[CH:49]([NH:48][C:20]([C@@H:16]3[CH2:17][CH2:18][CH2:19][N:15]3[C:13]([O:12][C:8]([CH3:9])([CH3:10])[CH3:11])=[O:14])=[O:22])[CH2:50][O:51]2)=[CH:56][CH:55]=1.